From a dataset of Forward reaction prediction with 1.9M reactions from USPTO patents (1976-2016). Predict the product of the given reaction. Given the reactants [Cl:1][C:2]1[CH:11]=[CH:10][C:9](I)=[CH:8][C:3]=1[C:4]([O:6][CH3:7])=[O:5].C(=O)([O-])[O-].[Cs+].[Cs+].C1C=CC(P(C2C(C3C(P(C4C=CC=CC=4)C4C=CC=CC=4)=CC=C4C=3C=CC=C4)=C3C(C=CC=C3)=CC=2)C2C=CC=CC=2)=CC=1.[CH2:65]([N:67]([CH2:73][CH3:74])[CH:68]1[CH2:72][CH2:71][NH:70][CH2:69]1)[CH3:66], predict the reaction product. The product is: [Cl:1][C:2]1[CH:11]=[CH:10][C:9]([N:70]2[CH2:71][CH2:72][CH:68]([N:67]([CH2:73][CH3:74])[CH2:65][CH3:66])[CH2:69]2)=[CH:8][C:3]=1[C:4]([O:6][CH3:7])=[O:5].